The task is: Predict which catalyst facilitates the given reaction.. This data is from Catalyst prediction with 721,799 reactions and 888 catalyst types from USPTO. (1) Reactant: [N:1]([CH:4]([CH2:8][C:9]1[CH:14]=[CH:13][CH:12]=[CH:11][CH:10]=1)[C:5]([OH:7])=O)=[N+:2]=[N-:3].C1C=CC2N(O)N=NC=2C=1.CC(C)N=C=NC(C)C.[CH2:34]([NH2:41])[C:35]1[CH:40]=[CH:39][CH:38]=[CH:37][CH:36]=1. Product: [N:1]([CH:4]([CH2:8][C:9]1[CH:14]=[CH:13][CH:12]=[CH:11][CH:10]=1)[C:5]([NH:41][CH2:34][C:35]1[CH:40]=[CH:39][CH:38]=[CH:37][CH:36]=1)=[O:7])=[N+:2]=[N-:3]. The catalyst class is: 2. (2) Product: [CH:26]1[C:27]2[NH:28][C:29]3[C:20](=[CH:19][CH:18]=[CH:17][CH:16]=3)[S:21][C:22]=2[CH:23]=[CH:24][CH:25]=1.[C:8]1([CH:15]=[CH:14][C:12]([OH:13])=[CH:11][CH:10]=1)[OH:9].[S:30]([OH:34])([OH:33])(=[O:32])=[O:31].[CH3:23][C:24]1[CH:25]=[CH:26][CH:27]=[CH:22][S:21][C:20]([CH3:29])=[C:19]([CH3:1])[C:18]=1[CH3:17]. Reactant: [C:1]1(C)C=CC=CC=1.[C:8]1([CH:15]=[CH:14][C:12]([OH:13])=[CH:11][CH:10]=1)[OH:9].[CH:16]1[C:29]2[NH:28][C:27]3[C:22](=[CH:23][CH:24]=[CH:25][CH:26]=3)[S:21][C:20]=2[CH:19]=[CH:18][CH:17]=1.[S:30]([O-:34])([O-:33])(=[O:32])=[O:31].C(O)(=O)C=C. The catalyst class is: 6. (3) Reactant: [CH2:1]1[C:14]2[C:13]3[CH:12]=[CH:11][CH:10]=[CH:9][C:8]=3[NH:7][C:6]=2[CH:5]2[CH2:15][CH2:16][N:2]1[CH2:3][CH2:4]2.[H-].[Na+].F[C:20]1[CH:21]=[CH:22][C:23]([N+:28]([O-:30])=[O:29])=[C:24]([CH:27]=1)[C:25]#[N:26]. Product: [C:25]([C:24]1[CH:27]=[C:20]([N:7]2[C:8]3[CH:9]=[CH:10][CH:11]=[CH:12][C:13]=3[C:14]3[CH2:1][N:2]4[CH2:3][CH2:4][CH:5]([C:6]2=3)[CH2:15][CH2:16]4)[CH:21]=[CH:22][C:23]=1[N+:28]([O-:30])=[O:29])#[N:26]. The catalyst class is: 9. (4) Reactant: [Cl:1][C:2]1[C:3]([CH:20]([C:31]2[CH:36]=[C:35]([F:37])[CH:34]=[CH:33][C:32]=2[F:38])[S:21]([C:24]2[CH:29]=[CH:28][C:27]([F:30])=[CH:26][CH:25]=2)(=[O:23])=[O:22])=[CH:4][C:5]([NH:8]CC2C=CC(OC)=C(OC)C=2)=[N:6][CH:7]=1.C(=O)(O)[O-].[Na+]. Product: [Cl:1][C:2]1[C:3]([CH:20]([C:31]2[CH:36]=[C:35]([F:37])[CH:34]=[CH:33][C:32]=2[F:38])[S:21]([C:24]2[CH:29]=[CH:28][C:27]([F:30])=[CH:26][CH:25]=2)(=[O:23])=[O:22])=[CH:4][C:5]([NH2:8])=[N:6][CH:7]=1. The catalyst class is: 55. (5) Reactant: [NH2:1][C:2]1[CH:6]=[CH:5][S:4][C:3]=1C(OC)=O.CN1CCNCC1.CN1C(=O)CCC1.C(O[CH:28]=[C:29]([C:35]([O:37][CH2:38][CH3:39])=[O:36])[C:30]([O:32][CH2:33][CH3:34])=[O:31])C. Product: [S:4]1[CH:5]=[CH:6][C:2]([NH:1][CH:28]=[C:29]([C:30]([O:32][CH2:33][CH3:34])=[O:31])[C:35]([O:37][CH2:38][CH3:39])=[O:36])=[CH:3]1. The catalyst class is: 23. (6) Reactant: [C:1]([CH2:3][C@H:4]1[CH2:9][CH2:8][C@H:7]([O:10][C:11](=[O:18])[C:12]2[CH:17]=[CH:16][CH:15]=[CH:14][CH:13]=2)[CH2:6][CH2:5]1)#[N:2].C[Si]([N:23]=[N+:24]=[N-:25])(C)C.C([Sn](=O)CCCC)CCC.C1(C)C=CC=CC=1. Product: [N:2]1[NH:23][N:24]=[N:25][C:1]=1[CH2:3][C@H:4]1[CH2:9][CH2:8][C@H:7]([O:10][C:11](=[O:18])[C:12]2[CH:13]=[CH:14][CH:15]=[CH:16][CH:17]=2)[CH2:6][CH2:5]1. The catalyst class is: 5. (7) Reactant: CO.[O:3]=[C:4]([N:18]1[CH2:23][CH2:22][N:21]2[C:24]([C:27]([F:30])([F:29])[F:28])=[N:25][N:26]=[C:20]2[CH2:19]1)[CH2:5][CH:6]([NH2:17])[CH2:7][C:8]1[CH:13]=[C:12]([F:14])[C:11]([F:15])=[CH:10][C:9]=1[F:16].[C:31]1([CH3:54])[CH:36]=[CH:35][C:34]([C@@:37]([C:51]([OH:53])=[O:52])([OH:50])[C@@:38]([C:43]2[CH:48]=[CH:47][C:46]([CH3:49])=[CH:45][CH:44]=2)([OH:42])[C:39]([OH:41])=[O:40])=[CH:33][CH:32]=1. Product: [CH:13]1[C:8]([CH2:7][C@@H:6]([NH2:17])[CH2:5][C:4]([N:18]2[CH2:19][C:20]3=[N:26][N:25]=[C:24]([C:27]([F:30])([F:29])[F:28])[N:21]3[CH2:22][CH2:23]2)=[O:3])=[C:9]([F:16])[CH:10]=[C:11]([F:15])[C:12]=1[F:14].[C:31]1([CH3:54])[CH:36]=[CH:35][C:34]([C@@:37]([C:51]([O-:53])=[O:52])([OH:50])[C@@:38]([C:43]2[CH:48]=[CH:47][C:46]([CH3:49])=[CH:45][CH:44]=2)([OH:42])[C:39]([O-:41])=[O:40])=[CH:33][CH:32]=1. The catalyst class is: 6. (8) Reactant: [C:1]([O:5][C:6](=[O:19])[NH:7][CH:8]([CH3:18])[CH2:9][C:10]1[CH:15]=[CH:14][C:13]([OH:16])=[C:12]([OH:17])[CH:11]=1)([CH3:4])([CH3:3])[CH3:2].C([O-])([O-])=O.[K+].[K+].[CH2:26]([O:28][C:29](=[O:33])[CH:30](Br)Br)[CH3:27]. Product: [CH2:26]([O:28][C:29]([CH:30]1[O:16][C:13]2[CH:14]=[CH:15][C:10]([CH2:9][CH:8]([NH:7][C:6]([O:5][C:1]([CH3:4])([CH3:2])[CH3:3])=[O:19])[CH3:18])=[CH:11][C:12]=2[O:17]1)=[O:33])[CH3:27]. The catalyst class is: 3. (9) Reactant: [Cl:1][C:2]1[CH:3]=[C:4]2[C:8](=[CH:9][CH:10]=1)[NH:7][C:6]([CH:11]=O)=[CH:5]2.[BH3-]C#N.[Na+].CCN(CC)CC.Cl.C(O[C:28]([C:30]1[NH:31][CH:32]=[CH:33][C:34]=1[NH2:35])=[O:29])C.C([N:44]=[C:45]=[S:46])(=O)C1C=CC=CC=1. Product: [Cl:1][C:2]1[CH:3]=[C:4]2[C:8](=[CH:9][CH:10]=1)[NH:7][C:6]([CH2:11][N:35]1[C:34]3[CH:33]=[CH:32][NH:31][C:30]=3[C:28](=[O:29])[NH:44][C:45]1=[S:46])=[CH:5]2. The catalyst class is: 467.